This data is from Reaction yield outcomes from USPTO patents with 853,638 reactions. The task is: Predict the reaction yield, written as a fraction of the theoretical maximum amount of product (1.0 means a 100% yield; for example, 0.34 means a 34% yield). The product is [F:37][C:28]1[CH:29]=[C:30]([C:33]([F:34])([F:36])[F:35])[CH:31]=[CH:32][C:27]=1[C:25]1[CH:24]=[C:23]([C:38]([F:39])([F:40])[F:41])[N:22]=[C:21]([C:17]2[CH:16]=[C:15]([C:11]3[CH:12]=[CH:13][CH:14]=[C:9]([S:6]([NH2:5])(=[O:8])=[O:7])[CH:10]=3)[CH:20]=[CH:19][CH:18]=2)[N:26]=1. The yield is 0.720. The catalyst is ClCCl. The reactants are C([NH:5][S:6]([C:9]1[CH:10]=[C:11]([C:15]2[CH:20]=[CH:19][CH:18]=[C:17]([C:21]3[N:26]=[C:25]([C:27]4[CH:32]=[CH:31][C:30]([C:33]([F:36])([F:35])[F:34])=[CH:29][C:28]=4[F:37])[CH:24]=[C:23]([C:38]([F:41])([F:40])[F:39])[N:22]=3)[CH:16]=2)[CH:12]=[CH:13][CH:14]=1)(=[O:8])=[O:7])(C)(C)C.C(O)(C(F)(F)F)=O.